Dataset: Reaction yield outcomes from USPTO patents with 853,638 reactions. Task: Predict the reaction yield, written as a fraction of the theoretical maximum amount of product (1.0 means a 100% yield; for example, 0.34 means a 34% yield). (1) The catalyst is O.CO. The yield is 1.00. The product is [CH2:5]([O:12][NH:13][CH:1]=[CH2:2])[C:6]1[CH:11]=[CH:10][CH:9]=[CH:8][CH:7]=1. The reactants are [CH:1](=O)[CH3:2].Cl.[CH2:5]([O:12][NH2:13])[C:6]1[CH:11]=[CH:10][CH:9]=[CH:8][CH:7]=1. (2) The reactants are Cl[C:2]1[CH:7]=[C:6]([C:8]2[CH:13]=[C:12]([Cl:14])[CH:11]=[CH:10][C:9]=2[O:15][CH2:16][CH3:17])[N:5]=[C:4]([NH2:18])[N:3]=1.[NH2:19][C:20]1[CH:27]=[CH:26][C:23]([C:24]#[N:25])=[CH:22][CH:21]=1. No catalyst specified. The product is [NH2:18][C:4]1[N:3]=[C:2]([NH:19][C:20]2[CH:27]=[CH:26][C:23]([C:24]#[N:25])=[CH:22][CH:21]=2)[CH:7]=[C:6]([C:8]2[CH:13]=[C:12]([Cl:14])[CH:11]=[CH:10][C:9]=2[O:15][CH2:16][CH3:17])[N:5]=1. The yield is 0.740. (3) The reactants are C1(C(C2C=CC=CC=2)(C2C=CC=CC=2)[N:8]2[CH:12]=[C:11]([C@@H:13]3[CH2:15][C@H:14]3[CH2:16][OH:17])[N:10]=[CH:9]2)C=CC=CC=1.[F:30][C:31]([F:36])([F:35])[C:32]([OH:34])=[O:33]. No catalyst specified. The product is [F:30][C:31]([F:36])([F:35])[C:32]([OH:34])=[O:33].[OH:17][CH2:16][C@@H:14]1[CH2:15][C@H:13]1[C:11]1[N:10]=[CH:9][NH:8][CH:12]=1. The yield is 0.930. (4) The reactants are CN(C)/[CH:3]=[CH:4]/[C:5]1[C:6]([N+:19]([O-])=O)=[CH:7][C:8]([N+:16]([O-])=O)=[C:9]([CH:15]=1)[C:10]([O:12][CH2:13][CH3:14])=[O:11].[H][H]. The catalyst is [Ni].CCO. The product is [NH2:16][C:8]1[CH:7]=[C:6]2[C:5]([CH:4]=[CH:3][NH:19]2)=[CH:15][C:9]=1[C:10]([O:12][CH2:13][CH3:14])=[O:11]. The yield is 0.300. (5) The reactants are [C:1]([C:3]1[CH:8]=[CH:7][C:6]([C:9]2[N:13]([C:14]3[CH:15]=[N:16][CH:17]=[CH:18][CH:19]=3)[N:12]=[C:11]([C:20]([OH:22])=O)[CH:10]=2)=[CH:5][CH:4]=1)#[N:2].[C:23]([NH2:27])([CH3:26])([CH3:25])[CH3:24]. No catalyst specified. The product is [C:23]([NH:27][C:20]([C:11]1[CH:10]=[C:9]([C:6]2[CH:7]=[CH:8][C:3]([C:1]#[N:2])=[CH:4][CH:5]=2)[N:13]([C:14]2[CH:15]=[N:16][CH:17]=[CH:18][CH:19]=2)[N:12]=1)=[O:22])([CH3:26])([CH3:25])[CH3:24]. The yield is 0.930.